From a dataset of Peptide-MHC class I binding affinity with 185,985 pairs from IEDB/IMGT. Regression. Given a peptide amino acid sequence and an MHC pseudo amino acid sequence, predict their binding affinity value. This is MHC class I binding data. (1) The peptide sequence is SPAIFQCSM. The MHC is HLA-A03:01 with pseudo-sequence HLA-A03:01. The binding affinity (normalized) is 0. (2) The peptide sequence is VLFDDLCEA. The MHC is HLA-A02:01 with pseudo-sequence HLA-A02:01. The binding affinity (normalized) is 0.750.